From a dataset of Reaction yield outcomes from USPTO patents with 853,638 reactions. Predict the reaction yield, written as a fraction of the theoretical maximum amount of product (1.0 means a 100% yield; for example, 0.34 means a 34% yield). (1) The catalyst is COCCOC.O.C(OCC)(=O)C.C1C=CC([P]([Pd]([P](C2C=CC=CC=2)(C2C=CC=CC=2)C2C=CC=CC=2)([P](C2C=CC=CC=2)(C2C=CC=CC=2)C2C=CC=CC=2)[P](C2C=CC=CC=2)(C2C=CC=CC=2)C2C=CC=CC=2)(C2C=CC=CC=2)C2C=CC=CC=2)=CC=1. The product is [C:1]([O:5][C:6]([N:8]1[CH2:12][CH:11]([C:13]#[N:14])[CH2:10][CH:9]1[C:15]1[NH:16][C:17]([C:20]2[CH:25]=[CH:24][C:23]([C:49]3[CH:48]=[CH:47][C:46]4[C:51](=[CH:52][CH:53]=[C:44]([C:41]5[NH:40][C:39]([CH:35]6[CH2:36][CH2:37][CH2:38][N:34]6[C:32]([O:31][C:27]([CH3:30])([CH3:29])[CH3:28])=[O:33])=[N:43][CH:42]=5)[CH:45]=4)[CH:50]=3)=[CH:22][CH:21]=2)=[CH:18][N:19]=1)=[O:7])([CH3:4])([CH3:3])[CH3:2]. The reactants are [C:1]([O:5][C:6]([N:8]1[CH2:12][CH:11]([C:13]#[N:14])[CH2:10][CH:9]1[C:15]1[NH:16][C:17]([C:20]2[CH:25]=[CH:24][C:23](Br)=[CH:22][CH:21]=2)=[CH:18][N:19]=1)=[O:7])([CH3:4])([CH3:3])[CH3:2].[C:27]([O:31][C:32]([N:34]1[CH2:38][CH2:37][CH2:36][CH:35]1[C:39]1[NH:40][C:41]([C:44]2[CH:53]=[CH:52][C:51]3[C:46](=[CH:47][CH:48]=[C:49](B4OC(C)(C)C(C)(C)O4)[CH:50]=3)[CH:45]=2)=[CH:42][N:43]=1)=[O:33])([CH3:30])([CH3:29])[CH3:28].C([O-])(=O)C.[K+]. The yield is 0.330. (2) The catalyst is [Pd].O1CCCC1. The product is [CH:40]12[N:39]([C:26]3[N:25]=[C:24]([N:11]4[C@@H:12]([CH2:15][O:16][Si:17]([C:20]([CH3:22])([CH3:23])[CH3:21])([CH3:19])[CH3:18])[CH2:13][CH2:14][C@H:10]4[CH2:9][O:8][Si:1]([C:4]([CH3:5])([CH3:6])[CH3:7])([CH3:3])[CH3:2])[N:29]=[C:28]([C:30]4[CH:35]=[CH:34][C:33]([NH2:36])=[CH:32][CH:31]=4)[N:27]=3)[CH:44]([CH2:45][CH2:46]1)[CH2:43][O:42][CH2:41]2. The yield is 0.800. The reactants are [Si:1]([O:8][CH2:9][C@@H:10]1[CH2:14][CH2:13][C@H:12]([CH2:15][O:16][Si:17]([C:20]([CH3:23])([CH3:22])[CH3:21])([CH3:19])[CH3:18])[N:11]1[C:24]1[N:29]=[C:28]([C:30]2[CH:35]=[CH:34][C:33]([N+:36]([O-])=O)=[CH:32][CH:31]=2)[N:27]=[C:26]([N:39]2[CH:44]3[CH2:45][CH2:46][CH:40]2[CH2:41][O:42][CH2:43]3)[N:25]=1)([C:4]([CH3:7])([CH3:6])[CH3:5])([CH3:3])[CH3:2].[H][H]. (3) The reactants are [F:1][C:2]1[CH:7]=[CH:6][C:5]([C:8]2[C:9]([N:14]3[CH2:19][CH2:18][NH:17][CH2:16][CH2:15]3)=[N:10][CH:11]=[CH:12][N:13]=2)=[CH:4][CH:3]=1.[CH3:20][N:21]1[C:25]([CH3:26])=[C:24]([CH2:27][CH2:28][CH:29]=O)[C:23]([CH3:31])=[N:22]1.C(O[BH-](OC(=O)C)OC(=O)C)(=O)C.[Na+].[Cl:46]CCCl. No catalyst specified. The product is [ClH:46].[F:1][C:2]1[CH:7]=[CH:6][C:5]([C:8]2[C:9]([N:14]3[CH2:15][CH2:16][N:17]([CH2:29][CH2:28][CH2:27][C:24]4[C:23]([CH3:31])=[N:22][N:21]([CH3:20])[C:25]=4[CH3:26])[CH2:18][CH2:19]3)=[N:10][CH:11]=[CH:12][N:13]=2)=[CH:4][CH:3]=1. The yield is 0.780. (4) The reactants are [C:1]([O:5][C:6]([N:8]1[C:36]2[C:31](=[CH:32][CH:33]=[C:34]([Cl:37])[CH:35]=2)[C:10]2([CH:15]([C:16]3[CH:21]=[CH:20][CH:19]=[C:18]([Cl:22])[CH:17]=3)[CH2:14][C:13](=[O:23])[NH:12][CH:11]2[C:24]2[CH:29]=[CH:28][CH:27]=[CH:26][C:25]=2[CH3:30])[C:9]1=[O:38])=[O:7])([CH3:4])([CH3:3])[CH3:2].[H-].[Li+].Br[CH2:42][C:43]([O:45][CH3:46])=[O:44]. No catalyst specified. The product is [C:1]([O:5][C:6]([N:8]1[C:36]2[C:31](=[CH:32][CH:33]=[C:34]([Cl:37])[CH:35]=2)[C:10]2([CH:15]([C:16]3[CH:21]=[CH:20][CH:19]=[C:18]([Cl:22])[CH:17]=3)[CH2:14][C:13](=[O:23])[N:12]([CH2:42][C:43]([O:45][CH3:46])=[O:44])[CH:11]2[C:24]2[CH:29]=[CH:28][CH:27]=[CH:26][C:25]=2[CH3:30])[C:9]1=[O:38])=[O:7])([CH3:4])([CH3:2])[CH3:3]. The yield is 0.320. (5) The reactants are [OH:1][CH2:2][C@@H:3]([N:11](C([O-])=O)[NH:12]C([O-])=O)[CH2:4][CH:5]1[CH2:10][CH2:9][CH2:8][O:7][CH2:6]1. The catalyst is CO.[OH-].[OH-].[Pd+2]. The product is [NH:11]([C@@H:3]([CH2:4][CH:5]1[CH2:10][CH2:9][CH2:8][O:7][CH2:6]1)[CH2:2][OH:1])[NH2:12]. The yield is 0.940. (6) The reactants are [C:1]([C:3]1[CH:4]=[C:5]([CH:7]=[CH:8][C:9]=1[O:10][C:11]1[CH:12]=[C:13]([Cl:17])[CH:14]=[N:15][CH:16]=1)[NH2:6])#[N:2].[Br:18]Br. The catalyst is C(O)(=O)C. The product is [NH2:6][C:5]1[CH:7]=[CH:8][C:9]([O:10][C:11]2[CH:12]=[C:13]([Cl:17])[CH:14]=[N:15][CH:16]=2)=[C:3]([C:1]#[N:2])[C:4]=1[Br:18]. The yield is 0.370. (7) The reactants are [CH2:1]([N:3]1[CH2:8][CH2:7][N:6]([C:9]2[CH:14]=[CH:13][C:12]([N+:15]([O-])=O)=[CH:11][N:10]=2)[CH2:5][CH2:4]1)[CH3:2].[H][H]. The catalyst is CO.[Pd]. The product is [CH2:1]([N:3]1[CH2:4][CH2:5][N:6]([C:9]2[N:10]=[CH:11][C:12]([NH2:15])=[CH:13][CH:14]=2)[CH2:7][CH2:8]1)[CH3:2]. The yield is 0.890. (8) The reactants are [N:1]([CH:4]([CH3:11])[CH2:5][C:6]1[S:7][CH:8]=[CH:9][CH:10]=1)=[C:2]=[O:3].N. The catalyst is C(Cl)Cl. The product is [CH3:11][CH:4]1[NH:1][C:2](=[O:3])[C:10]2[CH:9]=[CH:8][S:7][C:6]=2[CH2:5]1. The yield is 0.220.